This data is from Reaction yield outcomes from USPTO patents with 853,638 reactions. The task is: Predict the reaction yield, written as a fraction of the theoretical maximum amount of product (1.0 means a 100% yield; for example, 0.34 means a 34% yield). (1) The reactants are C1C=CC(C2C=CC=CC=2)=CC=1.C1C=CC(OC2C=CC=CC=2)=CC=1.C1(OC2C=CC=CC=2)C=CC=CC=1.C(O[C:44](=[O:62])[CH:45]=[C:46]([NH:54][C:55]1[CH:60]=[CH:59][C:58]([Br:61])=[CH:57][CH:56]=1)[C:47]1[CH:52]=[CH:51][CH:50]=[C:49]([F:53])[CH:48]=1)CCC. No catalyst specified. The product is [Br:61][C:58]1[CH:59]=[C:60]2[C:55](=[CH:56][CH:57]=1)[N:54]=[C:46]([C:47]1[CH:52]=[CH:51][CH:50]=[C:49]([F:53])[CH:48]=1)[CH:45]=[C:44]2[OH:62]. The yield is 0.960. (2) The reactants are [F:1][C:2]1[CH:10]=[CH:9][C:8]([CH:11]=[O:12])=[CH:7][C:3]=1[C:4]([OH:6])=O.F[P-](F)(F)(F)(F)F.N1(OC(N(C)C)=[N+](C)C)C2C=CC=CC=2N=N1.C(N(CC)C(C)C)(C)C.[CH3:46][N:47]([C@@H:53]1[CH2:57][CH2:56][NH:55][CH2:54]1)[C:48]([CH:50]1[CH2:52][CH2:51]1)=[O:49]. The catalyst is CN(C=O)C. The product is [F:1][C:2]1[CH:10]=[CH:9][C:8]([CH:11]=[O:12])=[CH:7][C:3]=1[C:4]([N:55]1[CH2:56][CH2:57][C@@H:53]([N:47]([CH3:46])[C:48]([CH:50]2[CH2:51][CH2:52]2)=[O:49])[CH2:54]1)=[O:6]. The yield is 0.720.